This data is from Full USPTO retrosynthesis dataset with 1.9M reactions from patents (1976-2016). The task is: Predict the reactants needed to synthesize the given product. (1) Given the product [CH2:1]([N:3]([CH2:29][C:30]1[CH:35]=[CH:34][C:33]([O:36][CH2:40][CH2:41][N:43]2[CH2:48][CH2:47][CH2:46][CH2:45][CH2:44]2)=[C:32]([F:37])[CH:31]=1)[C:4]1[CH:9]=[C:8]([O:10][CH3:11])[CH:7]=[CH:6][C:5]=1[C@@H:12]1[CH2:21][CH2:20][C:19]2[CH:18]=[C:17]([OH:22])[CH:16]=[CH:15][C:14]=2[CH2:13]1)[CH3:2], predict the reactants needed to synthesize it. The reactants are: [CH2:1]([N:3]([C:29](=O)[C:30]1[CH:35]=[CH:34][C:33]([OH:36])=[C:32]([F:37])[CH:31]=1)[C:4]1[CH:9]=[C:8]([O:10][CH3:11])[CH:7]=[CH:6][C:5]=1[C@@H:12]1[CH2:21][CH2:20][C:19]2[CH:18]=[C:17]([O:22]C(=O)C(C)(C)C)[CH:16]=[CH:15][C:14]=2[CH2:13]1)[CH3:2].Cl[CH2:40][C:41]([N:43]1[CH2:48][CH2:47][CH2:46][CH2:45][CH2:44]1)=O. (2) The reactants are: [Br-].[C:2]([C:4]1[CH:20]=[CH:19][C:7]([CH2:8][P+](OCC)(OCC)OCC)=[CH:6][CH:5]=1)#[N:3].C1OCCOCCOCCOCCOC1.[H-].[Na+].[C:38]([N:45]1[CH2:50][CH2:49][C:48](=O)[CH2:47][CH2:46]1)([O:40][C:41]([CH3:44])([CH3:43])[CH3:42])=[O:39]. Given the product [C:2]([C:4]1[CH:5]=[CH:6][C:7]([CH:8]=[C:48]2[CH2:49][CH2:50][N:45]([C:38]([O:40][C:41]([CH3:44])([CH3:43])[CH3:42])=[O:39])[CH2:46][CH2:47]2)=[CH:19][CH:20]=1)#[N:3], predict the reactants needed to synthesize it. (3) Given the product [CH2:2]([N:9]1[CH2:16][CH2:15][C:12]2([CH2:13][CH2:14]2)[C@H:11]([OH:17])[CH2:10]1)[C:3]1[CH:4]=[CH:5][CH:6]=[CH:7][CH:8]=1, predict the reactants needed to synthesize it. The reactants are: Cl.[CH2:2]([N:9]1[CH2:16][CH2:15][C:12]2([CH2:14][CH2:13]2)[C:11](=[O:17])[CH2:10]1)[C:3]1[CH:8]=[CH:7][CH:6]=[CH:5][CH:4]=1.C1N=C(N)C2N=CN([C@@H]3O[C@H](COP(OP(OC[C@H]4O[C@@H](N5C=C(C(N)=O)CC=C5)[C@H](O)[C@@H]4O)(O)=O)(O)=O)[C@@H](O)[C@H]3O)C=2N=1.[OH-].[Na+].C1C=[N+]([C@@H]2O[C@H](COP(OP(OC[C@H]3O[C@@H](N4C5N=CN=C(N)C=5N=C4)[C@H](O)[C@@H]3O)(O)=O)([O-])=O)[C@@H](O)[C@H]2O)C=C(C(N)=O)C=1.[Cl-].[Mg+2].[Cl-].